Dataset: Forward reaction prediction with 1.9M reactions from USPTO patents (1976-2016). Task: Predict the product of the given reaction. (1) Given the reactants [CH3:1][O:2][C:3]1[CH:4]=[C:5]2[C:10](=[CH:11][C:12]=1[O:13][CH3:14])[N:9]=[CH:8][CH:7]=[C:6]2[O:15][C:16]1[CH:17]=[C:18]2[C:22](=[CH:23][CH:24]=1)[NH:21][C:20]([C:25](O)=[O:26])=[CH:19]2.[CH3:28][O:29][C:30]1[CH:31]=[C:32]([NH2:36])[CH:33]=[CH:34][CH:35]=1.CCN(CCO)CC.C1CN([P+](ON2N=NC3C=CC=CC2=3)(N2CCCC2)N2CCCC2)CC1.F[P-](F)(F)(F)(F)F, predict the reaction product. The product is: [CH3:28][O:29][C:30]1[CH:31]=[C:32]([NH:36][C:25]([C:20]2[NH:21][C:22]3[C:18]([CH:19]=2)=[CH:17][C:16]([O:15][C:6]2[C:5]4[C:10](=[CH:11][C:12]([O:13][CH3:14])=[C:3]([O:2][CH3:1])[CH:4]=4)[N:9]=[CH:8][CH:7]=2)=[CH:24][CH:23]=3)=[O:26])[CH:33]=[CH:34][CH:35]=1. (2) Given the reactants ClC1C=CC2SC=C(CN3C4C(=CC=CC=4)C(CC(O)=O)=C3)C=2C=1.C1CCC(N=C=NC2CCCCC2)CC1.CC1(C)OC(=O)CC(=O)O1.[Cl:50][C:51]1[CH:78]=[CH:77][C:54]2[S:55][CH:56]=[C:57]([CH2:58][N:59]3[C:67]4[C:62](=[CH:63][CH:64]=[CH:65][CH:66]=4)[C:61]([CH2:68][C:69](=O)[CH2:70][C:71](OCC)=[O:72])=[CH:60]3)[C:53]=2[CH:52]=1.O.[NH2:80][NH2:81], predict the reaction product. The product is: [Cl:50][C:51]1[CH:78]=[CH:77][C:54]2[S:55][CH:56]=[C:57]([CH2:58][N:59]3[C:67]4[C:62](=[CH:63][CH:64]=[CH:65][CH:66]=4)[C:61]([CH2:68][C:69]4[CH:70]=[C:71]([OH:72])[NH:81][N:80]=4)=[CH:60]3)[C:53]=2[CH:52]=1. (3) Given the reactants [O:1]=[C:2]1[C:11]2[C:6](=[CH:7][C:8]([C:12]([OH:14])=[O:13])=[CH:9][CH:10]=2)[N:5]=[CH:4][NH:3]1.S(Cl)(Cl)=O.[CH3:19]O, predict the reaction product. The product is: [O:1]=[C:2]1[C:11]2[C:6](=[CH:7][C:8]([C:12]([O:14][CH3:19])=[O:13])=[CH:9][CH:10]=2)[N:5]=[CH:4][NH:3]1. (4) Given the reactants C(=O)([O-])[O-].[K+].[K+].[CH3:7][C@@H:8]1[C:12]2[NH:13][C:14](B3OC(C)(C)C(C)(C)O3)=[CH:15][C:11]=2[C:10](=[O:25])[NH:9]1.Br[C:27]1[CH:28]=[CH:29][CH:30]=[C:31]2[C:36]=1[N:35]=[C:34]([NH:37][C:38]([CH3:41])([CH3:40])[CH3:39])[N:33]=[C:32]2[NH2:42], predict the reaction product. The product is: [NH2:42][C:32]1[C:31]2[C:36](=[C:27]([C:14]3[NH:13][C:12]4[C@@H:8]([CH3:7])[NH:9][C:10](=[O:25])[C:11]=4[CH:15]=3)[CH:28]=[CH:29][CH:30]=2)[N:35]=[C:34]([NH:37][C:38]([CH3:41])([CH3:40])[CH3:39])[N:33]=1. (5) Given the reactants O[Li].O.C[O:5][C:6](=[O:19])[C:7]1[CH:12]=[CH:11][C:10]([C:13]2[O:14][C:15]([CH3:18])=[N:16][N:17]=2)=[CH:9][CH:8]=1.CO.C1COCC1, predict the reaction product. The product is: [CH3:18][C:15]1[O:14][C:13]([C:10]2[CH:11]=[CH:12][C:7]([C:6]([OH:19])=[O:5])=[CH:8][CH:9]=2)=[N:17][N:16]=1.